This data is from Full USPTO retrosynthesis dataset with 1.9M reactions from patents (1976-2016). The task is: Predict the reactants needed to synthesize the given product. (1) Given the product [NH2:1][C:2]1[C:3]([I:13])=[CH:4][C:5]([C:6]([O:8][CH3:9])=[O:7])=[C:10]([C:38]([F:41])([F:40])[F:39])[CH:11]=1, predict the reactants needed to synthesize it. The reactants are: [NH2:1][C:2]1[CH:11]=[CH:10][C:5]([C:6]([O:8][CH3:9])=[O:7])=[C:4](Cl)[C:3]=1[I:13].NC1C(I)=CC(C(OC)=O)=C(Cl)C=1.NC1C=CC(C(OC)=O)=C([C:38]([F:41])([F:40])[F:39])C=1. (2) The reactants are: [CH2:1]([C:10]1[CH:16]=[CH:15][C:13]([NH2:14])=[CH:12][CH:11]=1)[CH2:2][CH2:3][CH2:4][CH2:5][CH2:6][CH2:7][CH2:8][CH3:9].C(OC([NH:24][CH:25]([C:28](O)=[O:29])[CH2:26][OH:27])=O)(C)(C)C. Given the product [NH2:24][CH:25]([CH2:28][OH:29])[C:26]([NH:14][C:13]1[CH:12]=[CH:11][C:10]([CH2:1][CH2:2][CH2:3][CH2:4][CH2:5][CH2:6][CH2:7][CH2:8][CH3:9])=[CH:16][CH:15]=1)=[O:27], predict the reactants needed to synthesize it. (3) Given the product [I:12][C:8]1[CH:9]=[N:10][C:11]2[C:6]([CH:7]=1)=[CH:5][CH:4]=[CH:3][C:2]=2[N:19]1[CH2:24][CH2:23][NH:22][CH2:21][CH2:20]1, predict the reactants needed to synthesize it. The reactants are: F[C:2]1[CH:3]=[CH:4][CH:5]=[C:6]2[C:11]=1[N:10]=[CH:9][C:8]([I:12])=[CH:7]2.C(=O)([O-])[O-].[K+].[K+].[NH:19]1[CH2:24][CH2:23][NH:22][CH2:21][CH2:20]1.CS(C)=O.